From a dataset of Reaction yield outcomes from USPTO patents with 853,638 reactions. Predict the reaction yield, written as a fraction of the theoretical maximum amount of product (1.0 means a 100% yield; for example, 0.34 means a 34% yield). (1) The reactants are [O:1]1[C:5]2[CH:6]=[CH:7][C:8]([C:10]3([C:13]([NH:15][C:16]4[CH:17]=[C:18]5[C:22](=[CH:23][C:24]=4[F:25])[NH:21][CH:20]([C:26]([CH3:29])([CH3:28])[CH3:27])[CH2:19]5)=[O:14])[CH2:12][CH2:11]3)=[CH:9][C:4]=2[O:3][CH2:2]1.[O:30]1[CH2:35][CH2:34][CH2:33][CH:32]([CH:36]=O)[CH2:31]1.[BH-](OC(C)=O)(OC(C)=O)OC(C)=O.[Na+]. The catalyst is ClCCl. The product is [O:1]1[C:5]2[CH:6]=[CH:7][C:8]([C:10]3([C:13]([NH:15][C:16]4[CH:17]=[C:18]5[C:22](=[CH:23][C:24]=4[F:25])[N:21]([CH2:36][CH:32]4[CH2:33][CH2:34][CH2:35][O:30][CH2:31]4)[CH:20]([C:26]([CH3:29])([CH3:28])[CH3:27])[CH2:19]5)=[O:14])[CH2:12][CH2:11]3)=[CH:9][C:4]=2[O:3][CH2:2]1. The yield is 0.500. (2) The reactants are [BH4-].[Na+].[O:3]=[C:4]1[CH2:9][N:8]([C:10]([O:12][C:13]([CH3:16])([CH3:15])[CH3:14])=[O:11])[C@H:7]([C:17]([O:19][CH2:20][CH3:21])=[O:18])[CH2:6][CH2:5]1. The catalyst is CCO. The product is [OH:3][C@@H:4]1[CH2:9][N:8]([C:10]([O:12][C:13]([CH3:14])([CH3:15])[CH3:16])=[O:11])[C@H:7]([C:17]([O:19][CH2:20][CH3:21])=[O:18])[CH2:6][CH2:5]1. The yield is 0.800.